From a dataset of Retrosynthesis with 50K atom-mapped reactions and 10 reaction types from USPTO. Predict the reactants needed to synthesize the given product. (1) Given the product CCCNc1nc2ccc(OC)c(C(=O)OC)c2nc1-c1ccccc1, predict the reactants needed to synthesize it. The reactants are: CCCN.COC(=O)c1c(OC)ccc2nc(Cl)c(-c3ccccc3)nc12. (2) Given the product CS(=O)(=O)N1CCc2cc([N+](=O)[O-])ccc2C1, predict the reactants needed to synthesize it. The reactants are: C=O.CS(=O)(=O)NCCc1cccc([N+](=O)[O-])c1. (3) Given the product CCCn1nc2c(N)nc3ccccc3c2c1NCCC1CCN(C(C)=O)CC1, predict the reactants needed to synthesize it. The reactants are: CC(=O)Cl.CCCn1nc2c(N)nc3ccccc3c2c1NCCC1CCNCC1. (4) Given the product Cc1onc(-c2ccccc2)c1C#Cc1ccc(C(=O)NC2CCOCC2)cc1, predict the reactants needed to synthesize it. The reactants are: Cc1onc(-c2ccccc2)c1C#Cc1ccc(C(=O)O)cc1.NC1CCOCC1. (5) Given the product O=C1c2cc(Cl)ccc2CCN1c1cnccc1C1CC1, predict the reactants needed to synthesize it. The reactants are: Ic1cnccc1C1CC1.O=C1NCCc2ccc(Cl)cc21.